Dataset: Forward reaction prediction with 1.9M reactions from USPTO patents (1976-2016). Task: Predict the product of the given reaction. (1) Given the reactants [C:1]([O:5][C:6]([N:8]([CH3:13])[CH2:9][C:10](O)=O)=[O:7])([CH3:4])([CH3:3])[CH3:2].Cl.Cl.[CH3:16][O:17][C:18]1[CH:19]=[C:20]([NH2:25])[C:21]([NH2:24])=[CH:22][CH:23]=1.CN(C(ON1N=NC2C=CC=NC1=2)=[N+](C)C)C.F[P-](F)(F)(F)(F)F.CCN(C(C)C)C(C)C, predict the reaction product. The product is: [CH3:16][O:17][C:18]1[CH:23]=[CH:22][C:21]2[NH:24][C:10]([CH2:9][N:8]([CH3:13])[C:6](=[O:7])[O:5][C:1]([CH3:4])([CH3:3])[CH3:2])=[N:25][C:20]=2[CH:19]=1. (2) The product is: [CH2:1]([C:3]1[N:7]([C:8]2[N:16]=[C:15]3[C:11]([N:12]=[C:13]([CH2:23][N:24]4[CH2:25][CH:26]([N:28]5[CH2:33][CH2:32][NH:31][C:30](=[O:34])[CH2:29]5)[CH2:27]4)[NH:14]3)=[C:10]([N:35]3[CH2:40][CH2:39][O:38][CH2:37][CH2:36]3)[N:9]=2)[C:6]2[CH:41]=[CH:42][CH:43]=[CH:44][C:5]=2[N:4]=1)[CH3:2]. Given the reactants [CH2:1]([C:3]1[N:7]([C:8]2[N:16]=[C:15]3[C:11]([N:12]=[C:13]([CH2:23][N:24]4[CH2:27][CH:26]([N:28]5[CH2:33][CH2:32][NH:31][C:30](=[O:34])[CH2:29]5)[CH2:25]4)[N:14]3C3CCCCO3)=[C:10]([N:35]3[CH2:40][CH2:39][O:38][CH2:37][CH2:36]3)[N:9]=2)[C:6]2[CH:41]=[CH:42][CH:43]=[CH:44][C:5]=2[N:4]=1)[CH3:2].Cl, predict the reaction product. (3) Given the reactants [Cl:1][C:2]1[CH:3]=[CH:4][C:5]([S:9]([CH3:11])=O)=[C:6]([CH:8]=1)[NH2:7].[Cl:12][C:13]1[CH:14]=[C:15]([S:20](Cl)(=[O:22])=[O:21])[CH:16]=[CH:17][C:18]=1[Cl:19], predict the reaction product. The product is: [Cl:12][C:13]1[CH:14]=[C:15]([S:20]([NH:7][C:6]2[CH:8]=[C:2]([Cl:1])[CH:3]=[CH:4][C:5]=2[S:9][CH3:11])(=[O:21])=[O:22])[CH:16]=[CH:17][C:18]=1[Cl:19]. (4) The product is: [Br:8][C:18]1[CH:17]=[N:16][N:15]2[C:10]([Cl:9])=[C:11]([CH:20]3[CH2:21][CH2:22]3)[C:12]([CH3:19])=[N:13][C:14]=12. Given the reactants C1C(=O)N([Br:8])C(=O)C1.[Cl:9][C:10]1[N:15]2[N:16]=[CH:17][CH:18]=[C:14]2[N:13]=[C:12]([CH3:19])[C:11]=1[CH:20]1[CH2:22][CH2:21]1, predict the reaction product. (5) The product is: [Cl:1][C:2]1[CH:7]=[CH:6][C:5]([C:8]2[CH:9]=[C:10]([NH:19][C:27](=[O:28])[C:23]3[CH:22]=[C:21]([CH3:20])[CH:26]=[N:25][CH:24]=3)[CH:11]=[N:12][C:13]=2[O:14][CH:15]2[CH2:18][CH2:17][CH2:16]2)=[CH:4][CH:3]=1. Given the reactants [Cl:1][C:2]1[CH:7]=[CH:6][C:5]([C:8]2[CH:9]=[C:10]([NH2:19])[CH:11]=[N:12][C:13]=2[O:14][CH:15]2[CH2:18][CH2:17][CH2:16]2)=[CH:4][CH:3]=1.[CH3:20][C:21]1[CH:22]=[C:23]([C:27](O)=[O:28])[CH:24]=[N:25][CH:26]=1, predict the reaction product. (6) The product is: [Cl:24][C:23]1[N:22]=[C:29]([Cl:30])[N:28]=[C:26]([C:16]2[C:15]([F:14])=[CH:20][CH:19]=[CH:18][C:17]=2[F:21])[N:25]=1. Given the reactants [Li]CCCC.Cl.C(N(CC)CC)C.[F:14][C:15]1[CH:20]=[CH:19][CH:18]=[C:17]([F:21])[CH:16]=1.[N:22]1[C:29]([Cl:30])=[N:28][C:26](Cl)=[N:25][C:23]=1[Cl:24], predict the reaction product.